Dataset: Catalyst prediction with 721,799 reactions and 888 catalyst types from USPTO. Task: Predict which catalyst facilitates the given reaction. Product: [NH2:1][C:2]1[N:3]([C@@H:12]2[O:18][C@H:17]([CH2:19][OH:20])[C@@H:15]([OH:16])[C@H:13]2[OH:14])[C:4]2[C:9]([N:10]=1)=[C:8]([NH:27][CH2:21][C:22]1[O:26][CH:25]=[CH:24][CH:23]=1)[N:7]=[CH:6][N:5]=2. Reactant: [NH2:1][C:2]1[N:3]([C@@H:12]2[O:18][C@H:17]([CH2:19][OH:20])[C@@H:15]([OH:16])[C@H:13]2[OH:14])[C:4]2[C:9]([N:10]=1)=[C:8](Cl)[N:7]=[CH:6][N:5]=2.[CH2:21]([NH2:27])[C:22]1[O:26][CH:25]=[CH:24][CH:23]=1. The catalyst class is: 259.